From a dataset of Full USPTO retrosynthesis dataset with 1.9M reactions from patents (1976-2016). Predict the reactants needed to synthesize the given product. (1) Given the product [CH3:31][C:21]1[N:22]=[C:23]([C:25]2[CH:30]=[CH:29][CH:28]=[CH:27][CH:26]=2)[S:24][C:20]=1[C:18]1[N:34]=[N:33][C:2]2[CH2:3][CH2:4][CH2:5][CH2:6][CH2:7][CH2:8][C:1]=2[CH:17]=1, predict the reactants needed to synthesize it. The reactants are: [C:1]1(=O)[CH2:8][CH2:7][CH2:6][CH2:5][CH2:4][CH2:3][C:2]1=O.COP([CH2:17][C:18]([C:20]1[S:24][C:23]([C:25]2[CH:30]=[CH:29][CH:28]=[CH:27][CH:26]=2)=[N:22][C:21]=1[CH3:31])=O)(=O)OC.O.[NH2:33][NH2:34]. (2) Given the product [NH2:21][C:5]1[NH:6][C:7]2[C:3]([N:4]=1)=[C:2]([NH:27][CH:28]([CH2:31][OH:32])[CH2:29][OH:30])[N:10]=[C:9]([S:11][CH2:12][C:13]1[CH:18]=[CH:17][CH:16]=[C:15]([F:19])[C:14]=1[F:20])[N:8]=2, predict the reactants needed to synthesize it. The reactants are: Br[C:2]1[N:10]=[C:9]([S:11][CH2:12][C:13]2[CH:18]=[CH:17][CH:16]=[C:15]([F:19])[C:14]=2[F:20])[N:8]=[C:7]2[C:3]=1[N:4]=[C:5]([NH:21]C(=O)OCC)[NH:6]2.[NH2:27][CH:28]([CH2:31][OH:32])[CH2:29][OH:30].C(N(C(C)C)CC)(C)C.